This data is from NCI-60 drug combinations with 297,098 pairs across 59 cell lines. The task is: Regression. Given two drug SMILES strings and cell line genomic features, predict the synergy score measuring deviation from expected non-interaction effect. (1) Drug 1: CC1=C2C(C(=O)C3(C(CC4C(C3C(C(C2(C)C)(CC1OC(=O)C(C(C5=CC=CC=C5)NC(=O)C6=CC=CC=C6)O)O)OC(=O)C7=CC=CC=C7)(CO4)OC(=O)C)O)C)OC(=O)C. Drug 2: CN(CC1=CN=C2C(=N1)C(=NC(=N2)N)N)C3=CC=C(C=C3)C(=O)NC(CCC(=O)O)C(=O)O. Cell line: OVCAR-8. Synergy scores: CSS=52.1, Synergy_ZIP=0.665, Synergy_Bliss=0.358, Synergy_Loewe=-20.6, Synergy_HSA=-0.906. (2) Drug 1: CC1=C2C(C(=O)C3(C(CC4C(C3C(C(C2(C)C)(CC1OC(=O)C(C(C5=CC=CC=C5)NC(=O)C6=CC=CC=C6)O)O)OC(=O)C7=CC=CC=C7)(CO4)OC(=O)C)O)C)OC(=O)C. Drug 2: C1C(C(OC1N2C=NC(=NC2=O)N)CO)O. Cell line: MDA-MB-231. Synergy scores: CSS=11.4, Synergy_ZIP=-2.70, Synergy_Bliss=-2.84, Synergy_Loewe=-3.95, Synergy_HSA=-2.77.